This data is from CYP1A2 inhibition data for predicting drug metabolism from PubChem BioAssay. The task is: Regression/Classification. Given a drug SMILES string, predict its absorption, distribution, metabolism, or excretion properties. Task type varies by dataset: regression for continuous measurements (e.g., permeability, clearance, half-life) or binary classification for categorical outcomes (e.g., BBB penetration, CYP inhibition). Dataset: cyp1a2_veith. The molecule is COc1ccc(N2CCN(c3oc(Cc4cccc5ccccc45)nc3C#N)CC2)cc1. The result is 0 (non-inhibitor).